From a dataset of HIV replication inhibition screening data with 41,000+ compounds from the AIDS Antiviral Screen. Binary Classification. Given a drug SMILES string, predict its activity (active/inactive) in a high-throughput screening assay against a specified biological target. (1) The drug is CC1(C)NC(=N)NC(=N)N1c1cccc(N)c1. The result is 0 (inactive). (2) The compound is COc1cc2ccc3c(c2cc1OC)CCc1cnoc1-3. The result is 0 (inactive). (3) The compound is Cc1c(C)c(C)c(-n2[nH]c(=O)n(C)c2=O)c(C)c1C. The result is 0 (inactive).